This data is from Full USPTO retrosynthesis dataset with 1.9M reactions from patents (1976-2016). The task is: Predict the reactants needed to synthesize the given product. (1) The reactants are: FC1C=C([C@:12]([C:21]2[CH:26]=[C:25]([O:27][C:28]([F:33])([F:32])[CH:29]([F:31])[F:30])[CH:24]=[C:23]([F:34])[CH:22]=2)([NH2:20])[CH2:13][C:14]2[CH:19]=[CH:18][CH:17]=[CH:16][CH:15]=2)C=CC=1OC(C)C.[F:46][C:41]([F:47])([C:42]([F:45])([F:44])[F:43])[C:40](O[C:40](=[O:48])[C:41]([F:47])([F:46])[C:42]([F:45])([F:44])[F:43])=[O:48].[CH3:54][OH:55]. Given the product [F:47][C:41]([F:46])([C:42]([F:43])([F:44])[F:45])[C:40]([NH:20][C@:12]([C:12]1[CH:21]=[CH:22][C:23]([F:34])=[C:54]([O:55][CH:14]([CH3:19])[CH3:15])[CH:13]=1)([C:21]1[CH:26]=[C:25]([O:27][C:28]([F:32])([F:33])[CH:29]([F:31])[F:30])[CH:24]=[C:23]([F:34])[CH:22]=1)[CH2:13][C:14]1[CH:15]=[CH:16][CH:17]=[CH:18][CH:19]=1)=[O:48], predict the reactants needed to synthesize it. (2) Given the product [C:20]1([C:29]2[CH:30]=[CH:31][CH:32]=[CH:33][CH:34]=2)[CH:21]=[CH:22][C:23]([C:26]([N:5]2[CH2:6][CH2:7][CH2:8][CH2:9][C:10]3[S:1][CH:2]=[CH:3][C:4]2=3)=[O:27])=[CH:24][CH:25]=1, predict the reactants needed to synthesize it. The reactants are: [S:1]1[C:10]2[CH2:9][CH2:8][CH2:7][CH2:6][NH:5][C:4]=2[CH:3]=[CH:2]1.C(N(CC)C(C)C)(C)C.[C:20]1([C:29]2[CH:34]=[CH:33][CH:32]=[CH:31][CH:30]=2)[CH:25]=[CH:24][C:23]([C:26](Cl)=[O:27])=[CH:22][CH:21]=1. (3) Given the product [CH2:58]([O:60][C:61](=[O:66])[CH:62]([OH:65])[CH2:63][NH:64][C:79](=[O:80])[C:33]1[CH:32]=[CH:28][C:27]([CH:11]([NH:12][C:13]([NH:15][C:16]2[CH:17]=[CH:18][C:19]([O:22][C:23]([F:25])([F:26])[F:24])=[CH:20][CH:21]=2)=[O:14])[C:8]2[CH:9]=[CH:10][C:5]([C:1]([CH3:2])([CH3:4])[CH3:3])=[CH:6][CH:7]=2)=[CH:35][CH:34]=1)[CH3:59], predict the reactants needed to synthesize it. The reactants are: [C:1]([C:5]1[CH:10]=[CH:9][C:8]([CH:11]([C:27]2[CH:35]=[CH:34][CH:33]=[CH:32][C:28]=2C(O)=O)[NH:12][C:13]([NH:15][C:16]2[CH:21]=[CH:20][C:19]([O:22][C:23]([F:26])([F:25])[F:24])=[CH:18][CH:17]=2)=[O:14])=[CH:7][CH:6]=1)([CH3:4])([CH3:3])[CH3:2].ON1C2N=CC=CC=2N=N1.CCN=C=NCCCN(C)C.Cl.[CH2:58]([O:60][C:61](=[O:66])[CH:62]([OH:65])[CH2:63][NH2:64])[CH3:59].C(N(C(C)C)CC)(C)C.CN([CH:79]=[O:80])C. (4) Given the product [Cl:12][C:13]1[CH:18]=[CH:17][C:16]([N:19]2[C:23]([CH3:24])=[C:22]([C:25]([NH:31][C:32]3[C:33](=[O:46])[N:34]([C:39]4[CH:44]=[CH:43][CH:42]=[CH:41][C:40]=4[F:45])[N:35]([CH3:38])[C:36]=3[CH3:37])=[O:27])[N:21]=[N:20]2)=[C:15]([CH:28]2[CH2:30][CH2:29]2)[CH:14]=1, predict the reactants needed to synthesize it. The reactants are: C(Cl)(=O)C(Cl)=O.CN(C=O)C.[Cl:12][C:13]1[CH:18]=[CH:17][C:16]([N:19]2[C:23]([CH3:24])=[C:22]([C:25]([OH:27])=O)[N:21]=[N:20]2)=[C:15]([CH:28]2[CH2:30][CH2:29]2)[CH:14]=1.[NH2:31][C:32]1[C:33](=[O:46])[N:34]([C:39]2[CH:44]=[CH:43][CH:42]=[CH:41][C:40]=2[F:45])[N:35]([CH3:38])[C:36]=1[CH3:37].C(N(CC)CC)C. (5) Given the product [C:1]([O:5][C:6](=[O:23])[CH2:7][N:8]1[C:12]2[CH:13]=[CH:14][CH:15]=[C:16]([NH2:17])[C:11]=2[N:10]=[C:9]1[CH2:20][CH2:21][CH3:22])([CH3:4])([CH3:3])[CH3:2], predict the reactants needed to synthesize it. The reactants are: [C:1]([O:5][C:6](=[O:23])[CH2:7][N:8]1[C:12]2[CH:13]=[CH:14][CH:15]=[C:16]([N+:17]([O-])=O)[C:11]=2[N:10]=[C:9]1[CH2:20][CH2:21][CH3:22])([CH3:4])([CH3:3])[CH3:2].